The task is: Predict the reactants needed to synthesize the given product.. This data is from Full USPTO retrosynthesis dataset with 1.9M reactions from patents (1976-2016). (1) Given the product [Cl:14][C:9]1[CH:8]=[C:7]([CH:5]([NH:16][CH3:15])[CH3:4])[CH:12]=[CH:11][C:10]=1[Cl:13], predict the reactants needed to synthesize it. The reactants are: Cl.CN.[CH3:4][C:5]([C:7]1[CH:12]=[CH:11][C:10]([Cl:13])=[C:9]([Cl:14])[CH:8]=1)=O.[C:15]([BH3-])#[N:16].[Na+]. (2) Given the product [CH3:18][N:17]([CH3:21])[C:14](=[O:16])[CH2:13][C:10]1[CH:11]=[CH:12][C:7]([C:5](=[O:6])[CH2:4][CH2:3][CH2:2][Cl:1])=[CH:8][CH:9]=1, predict the reactants needed to synthesize it. The reactants are: [Cl:1][CH2:2][CH2:3][CH2:4][C:5]([C:7]1[CH:12]=[CH:11][C:10]([CH2:13][C:14]([OH:16])=O)=[CH:9][CH:8]=1)=[O:6].[N:17]1(C(N)=O)[CH2:21]CC[CH2:18]1. (3) Given the product [CH2:26]([O:33][C:34]1[CH:35]=[C:36]2[C:40](=[CH:41][CH:42]=1)[NH:39][CH:38]=[C:37]2[CH2:43][CH2:44][CH2:45][CH:46]1[CH2:47][CH2:48][NH:49][CH2:50][CH2:51]1)[C:27]1[CH:32]=[CH:31][CH:30]=[CH:29][CH:28]=1, predict the reactants needed to synthesize it. The reactants are: C(OC1C=C2C(=CC=1)NC=C2CCC1CCNCC1)C1C=CC=CC=1.[CH2:26]([O:33][C:34]1[CH:35]=[C:36]2[C:40](=[CH:41][CH:42]=1)[NH:39][CH:38]=[C:37]2[C:43](=O)[CH2:44][CH2:45][CH:46]1[CH2:51][CH2:50][NH:49][CH2:48][CH2:47]1)[C:27]1[CH:32]=[CH:31][CH:30]=[CH:29][CH:28]=1. (4) Given the product [CH2:1]([O:3][C:4]([N:6]1[CH2:28][CH2:27][C:10]2[C:11]3[C:12]([Br:31])([C:20]4[CH:21]=[N:22][CH:23]=[CH:24][CH:25]=4)[C:13]([F:19])([F:18])[CH2:14][C:15]=3[CH:16]=[CH:17][C:9]=2[CH2:8][CH2:7]1)=[O:5])[CH3:2], predict the reactants needed to synthesize it. The reactants are: [CH2:1]([O:3][C:4]([N:6]1[CH2:28][CH2:27][C:10]2[C:11]3[C:12](O)([C:20]4[CH:21]=[N:22][CH:23]=[CH:24][CH:25]=4)[C:13]([F:19])([F:18])[CH2:14][C:15]=3[CH:16]=[CH:17][C:9]=2[CH2:8][CH2:7]1)=[O:5])[CH3:2].S(Br)([Br:31])=O.N1C=CC=CC=1. (5) Given the product [C:6]([N:9]([CH3:37])[C:10]1[CH:36]=[CH:35][C:13]([O:14][CH2:15][C:16]2[C:21]([C:22]([O:24][C:25]([CH3:28])([CH3:27])[CH3:26])=[O:23])=[C:20]([OH:29])[C:19]([CH2:33][CH3:34])=[CH:18][CH:17]=2)=[CH:12][CH:11]=1)(=[O:8])[CH3:7], predict the reactants needed to synthesize it. The reactants are: C[Si](C)(C)Cl.[C:6]([N:9]([CH3:37])[C:10]1[CH:36]=[CH:35][C:13]([O:14][CH2:15][C:16]2[C:21]([C:22]([O:24][C:25]([CH3:28])([CH3:27])[CH3:26])=[O:23])=[C:20]([O:29]COC)[C:19]([CH2:33][CH3:34])=[CH:18][CH:17]=2)=[CH:12][CH:11]=1)(=[O:8])[CH3:7].O. (6) Given the product [CH2:1]([N:3]1[C:7]2=[N:8][C:9]([CH2:33][CH3:34])=[C:10]([CH2:19][NH:20][C:21]([C:23]3[CH:24]=[C:25]([CH:30]=[CH:31][CH:32]=3)[C:26]([OH:28])=[O:27])=[O:22])[C:11]([NH:12][CH:13]3[CH2:18][CH2:17][O:16][CH2:15][CH2:14]3)=[C:6]2[CH:5]=[N:4]1)[CH3:2], predict the reactants needed to synthesize it. The reactants are: [CH2:1]([N:3]1[C:7]2=[N:8][C:9]([CH2:33][CH3:34])=[C:10]([CH2:19][NH:20][C:21]([C:23]3[CH:24]=[C:25]([CH:30]=[CH:31][CH:32]=3)[C:26]([O:28]C)=[O:27])=[O:22])[C:11]([NH:12][CH:13]3[CH2:18][CH2:17][O:16][CH2:15][CH2:14]3)=[C:6]2[CH:5]=[N:4]1)[CH3:2].O[Li].O.Cl. (7) Given the product [NH2:1][C:2]1[C:3]([C:9]([NH:11][C:12]2[CH:17]=[CH:16][CH:15]=[CH:14][N:13]=2)=[O:10])=[N:4][C:5]([C:21]2[CH:22]=[N:23][CH:24]=[CH:25][CH:26]=2)=[CH:6][N:7]=1, predict the reactants needed to synthesize it. The reactants are: [NH2:1][C:2]1[C:3]([C:9]([NH:11][C:12]2[CH:17]=[CH:16][CH:15]=[CH:14][N:13]=2)=[O:10])=[N:4][C:5](Br)=[CH:6][N:7]=1.C(B(CC)[C:21]1[CH:22]=[N:23][CH:24]=[CH:25][CH:26]=1)C. (8) Given the product [CH:1]1([C:4]2[C:12]3[C:7](=[N:8][CH:9]=[C:10]([NH:13][C:17](=[O:18])[C:16]4[C:20]([F:32])=[CH:21][CH:22]=[C:23]([NH:24][S:25]([CH2:28][CH2:29][CH2:30][F:31])(=[O:26])=[O:27])[C:15]=4[F:14])[CH:11]=3)[NH:6][N:5]=2)[CH2:3][CH2:2]1, predict the reactants needed to synthesize it. The reactants are: [CH:1]1([C:4]2[C:12]3[C:7](=[N:8][CH:9]=[C:10]([NH2:13])[CH:11]=3)[NH:6][N:5]=2)[CH2:3][CH2:2]1.[F:14][C:15]1[C:23]([NH:24][S:25]([CH2:28][CH2:29][CH2:30][F:31])(=[O:27])=[O:26])=[CH:22][CH:21]=[C:20]([F:32])[C:16]=1[C:17](O)=[O:18].CCN=C=NCCCN(C)C.C1C=CC2N(O)N=NC=2C=1. (9) The reactants are: [Si:1]([O:18][CH2:19][C:20]1[C:25]([N:26]2[CH2:31][C@H:30]([CH3:32])[O:29][C@H:28]([CH3:33])[CH2:27]2)=[C:24]([F:34])[C:23]([F:35])=[CH:22][CH:21]=1)([C:14]([CH3:17])([CH3:16])[CH3:15])([C:8]1[CH:13]=[CH:12][CH:11]=[CH:10][CH:9]=1)[C:2]1[CH:7]=[CH:6][CH:5]=[CH:4][CH:3]=1.CON(C)[C:39]([C:41]1[S:45][N:44]=[N:43][C:42]=1[CH3:46])=[O:40]. Given the product [Si:1]([O:18][CH2:19][C:20]1[C:25]([N:26]2[CH2:31][C@H:30]([CH3:32])[O:29][C@H:28]([CH3:33])[CH2:27]2)=[C:24]([F:34])[C:23]([F:35])=[C:22]([C:39]([C:41]2[S:45][N:44]=[N:43][C:42]=2[CH3:46])=[O:40])[CH:21]=1)([C:14]([CH3:16])([CH3:17])[CH3:15])([C:2]1[CH:7]=[CH:6][CH:5]=[CH:4][CH:3]=1)[C:8]1[CH:13]=[CH:12][CH:11]=[CH:10][CH:9]=1, predict the reactants needed to synthesize it. (10) Given the product [C:1]([O:5][C:6](=[O:32])[CH2:7][C@H:8]([NH:31][C:39]([O:41][CH2:42][CH:43]1[C:44]2[CH:45]=[CH:46][CH:47]=[CH:48][C:49]=2[C:50]2[C:55]1=[CH:54][CH:53]=[CH:52][CH:51]=2)=[O:40])[CH2:9][CH2:10][C:11]1[CH:16]=[CH:15][C:14]([C:17]2[CH:22]=[CH:21][C:20]([O:23][CH2:24][CH2:25][CH2:26][CH2:27][CH2:28][CH2:29][CH3:30])=[CH:19][CH:18]=2)=[CH:13][CH:12]=1)([CH3:2])([CH3:4])[CH3:3], predict the reactants needed to synthesize it. The reactants are: [C:1]([O:5][C:6](=[O:32])[CH2:7][C@H:8]([NH2:31])[CH2:9][CH2:10][C:11]1[CH:16]=[CH:15][C:14]([C:17]2[CH:22]=[CH:21][C:20]([O:23][CH2:24][CH2:25][CH2:26][CH2:27][CH2:28][CH2:29][CH3:30])=[CH:19][CH:18]=2)=[CH:13][CH:12]=1)([CH3:4])([CH3:3])[CH3:2].C([O-])([O-])=O.[Na+].[Na+].[C:39](Cl)([O:41][CH2:42][CH:43]1[C:55]2[C:50](=[CH:51][CH:52]=[CH:53][CH:54]=2)[C:49]2[C:44]1=[CH:45][CH:46]=[CH:47][CH:48]=2)=[O:40].